This data is from Full USPTO retrosynthesis dataset with 1.9M reactions from patents (1976-2016). The task is: Predict the reactants needed to synthesize the given product. Given the product [Br:1][C:2]1[C:29]([C:38]([F:41])([F:40])[F:39])=[CH:28][C:5]2[NH:6][CH:7]=[N:8][C:4]=2[CH:3]=1, predict the reactants needed to synthesize it. The reactants are: [Br:1][C:2]1[CH:29]=[CH:28][C:5]2[N:6](C(C3C=CC=CC=3)(C3C=CC=CC=3)C3C=CC=CC=3)[CH:7]=[N:8][C:4]=2[C:3]=1C.BrC1C=C(N)C(N)=CC=1[C:38]([F:41])([F:40])[F:39].